Dataset: Full USPTO retrosynthesis dataset with 1.9M reactions from patents (1976-2016). Task: Predict the reactants needed to synthesize the given product. (1) Given the product [CH3:24][O:25][C:11]1[CH:10]=[CH:9][C:8]([C:7]([NH2:6])=[O:19])=[CH:13][CH:12]=1.[F:1][C:2]1[CH:3]=[C:4]([CH:20]=[CH:21][C:22]=1[F:23])[CH2:5][N:6]1[CH:15]=[CH:14][C:13]2[C:8](=[CH:9][C:10]([C:16]([OH:18])=[O:17])=[CH:11][CH:12]=2)[C:7]1=[O:19], predict the reactants needed to synthesize it. The reactants are: [F:1][C:2]1[CH:3]=[C:4]([CH:20]=[CH:21][C:22]=1[F:23])[CH2:5][N:6]1[CH:15]=[CH:14][C:13]2[C:8](=[CH:9][C:10]([C:16]([OH:18])=[O:17])=[CH:11][CH:12]=2)[C:7]1=[O:19].[CH3:24][O:25]C1C=CC(CN)=CC=1. (2) The reactants are: C1(OC)C=CC=CC=1.C(OC([N:16]1[CH2:21][CH2:20][CH:19]([CH2:22][O:23][CH2:24][CH:25]([NH:33][C:34]([C:36]2[CH:44]=[C:43]3[C:39]([C:40]([Cl:45])=[CH:41][NH:42]3)=[CH:38][CH:37]=2)=[O:35])[C:26]2[CH:31]=[CH:30][C:29]([F:32])=[CH:28][CH:27]=2)[CH2:18][CH2:17]1)=O)(C)(C)C. Given the product [Cl:45][C:40]1[C:39]2[C:43](=[CH:44][C:36]([C:34]([NH:33][CH:25]([C:26]3[CH:31]=[CH:30][C:29]([F:32])=[CH:28][CH:27]=3)[CH2:24][O:23][CH2:22][CH:19]3[CH2:20][CH2:21][NH:16][CH2:17][CH2:18]3)=[O:35])=[CH:37][CH:38]=2)[NH:42][CH:41]=1, predict the reactants needed to synthesize it.